This data is from Forward reaction prediction with 1.9M reactions from USPTO patents (1976-2016). The task is: Predict the product of the given reaction. (1) The product is: [ClH:63].[NH2:8][CH2:9][C@H:10]1[CH2:15][CH2:14][C@H:13]([C:16]([NH:18][C@H:19]([C:50](=[O:62])[NH:51][C:52]2[CH:61]=[CH:60][C:55]3[NH:56][C:57](=[O:59])[O:58][C:54]=3[CH:53]=2)[CH2:20][C:21]2[CH:26]=[CH:25][C:24]([C:27]3[CH:32]=[CH:31][C:30]([C:33]([NH:35][CH:36]4[CH2:37][CH2:38][NH:39][CH2:40][CH2:41]4)=[O:34])=[CH:29][C:28]=3[CH3:49])=[CH:23][CH:22]=2)=[O:17])[CH2:12][CH2:11]1. Given the reactants C(OC([NH:8][CH2:9][C@H:10]1[CH2:15][CH2:14][C@H:13]([C:16]([NH:18][C@H:19]([C:50](=[O:62])[NH:51][C:52]2[CH:61]=[CH:60][C:55]3[NH:56][C:57](=[O:59])[O:58][C:54]=3[CH:53]=2)[CH2:20][C:21]2[CH:26]=[CH:25][C:24]([C:27]3[CH:32]=[CH:31][C:30]([C:33]([NH:35][CH:36]4[CH2:41][CH2:40][N:39](C(OC(C)(C)C)=O)[CH2:38][CH2:37]4)=[O:34])=[CH:29][C:28]=3[CH3:49])=[CH:23][CH:22]=2)=[O:17])[CH2:12][CH2:11]1)=O)(C)(C)C.[ClH:63], predict the reaction product. (2) Given the reactants [Cl:1][C:2]1[CH:7]=[C:6]([C:8](O)=O)[CH:5]=[CH:4][N:3]=1.[NH2:11][C:12]1[C:17]([NH2:18])=[CH:16][C:15]([N+:19]([O-:21])=[O:20])=[CH:14][N:13]=1, predict the reaction product. The product is: [Cl:1][C:2]1[CH:7]=[C:6]([C:8]2[NH:11][C:12]3=[N:13][CH:14]=[C:15]([N+:19]([O-:21])=[O:20])[CH:16]=[C:17]3[N:18]=2)[CH:5]=[CH:4][N:3]=1. (3) Given the reactants [CH3:1][C:2]1[CH2:7][CH2:6][CH2:5][C:4]([CH3:9])([CH3:8])[C:3]=1[CH:10]=O.[F:12][C:13]([F:22])([F:21])[C:14]1[CH:15]=[C:16]([CH:18]=[CH:19][CH:20]=1)[NH2:17].C(O)(=O)C.C([BH3-])#N.[Na+], predict the reaction product. The product is: [F:12][C:13]([F:21])([F:22])[C:14]1[CH:15]=[C:16]([CH:18]=[CH:19][CH:20]=1)[NH:17][CH2:10][C:3]1[C:4]([CH3:9])([CH3:8])[CH2:5][CH2:6][CH2:7][C:2]=1[CH3:1]. (4) Given the reactants [CH:1]1([CH2:4][OH:5])[CH2:3][CH2:2]1.[H-].[Na+].[Cl:8][C:9]1[N:10]=[N:11][C:12](Cl)=[CH:13][CH:14]=1, predict the reaction product. The product is: [Cl:8][C:9]1[N:10]=[N:11][C:12]([O:5][CH2:4][CH:1]2[CH2:3][CH2:2]2)=[CH:13][CH:14]=1. (5) Given the reactants [OH:1][C:2]1[CH:3]=[C:4]2[C:9](=[CH:10][CH:11]=1)[N:8]=[C:7]([CH2:12][N:13]1[CH2:18][CH2:17][CH:16]([C:19]([O:21][CH3:22])=[O:20])[CH2:15][CH2:14]1)[N:6]=[CH:5]2.[C:23]([C@@H:27]1[CH2:32][CH2:31][C@H:30](O)[CH2:29][CH2:28]1)([CH3:26])([CH3:25])[CH3:24].C1C=CC(P(C2C=CC=CC=2)C2C=CC=CC=2)=CC=1.CC(OC(/N=N/C(OC(C)C)=O)=O)C, predict the reaction product. The product is: [C:23]([C@H:27]1[CH2:32][CH2:31][C@H:30]([O:1][C:2]2[CH:3]=[C:4]3[C:9](=[CH:10][CH:11]=2)[N:8]=[C:7]([CH2:12][N:13]2[CH2:14][CH2:15][CH:16]([C:19]([O:21][CH3:22])=[O:20])[CH2:17][CH2:18]2)[N:6]=[CH:5]3)[CH2:29][CH2:28]1)([CH3:26])([CH3:25])[CH3:24].